From a dataset of Full USPTO retrosynthesis dataset with 1.9M reactions from patents (1976-2016). Predict the reactants needed to synthesize the given product. The reactants are: [CH:1]1[C:13]2[C:12](=O)[C:11]3[CH:10]=[C:9]4[C:15]5[C:20]([C:21](=O)[C:8]4=[CH:7][C:6]=3[C:5]=2[CH:4]=[CH:3][CH:2]=1)=[CH:19][CH:18]=[CH:17][CH:16]=5.O.NN.[OH-].[K+]. Given the product [CH:19]1[C:20]2[CH2:21][C:8]3[CH:7]=[C:6]4[C:5]5[C:13]([CH2:12][C:11]4=[CH:10][C:9]=3[C:15]=2[CH:16]=[CH:17][CH:18]=1)=[CH:1][CH:2]=[CH:3][CH:4]=5, predict the reactants needed to synthesize it.